Dataset: Catalyst prediction with 721,799 reactions and 888 catalyst types from USPTO. Task: Predict which catalyst facilitates the given reaction. (1) Reactant: [CH3:1][N:2]1[C:10]2[C:5](=[CH:6][CH:7]=[C:8](N)[CH:9]=2)[CH:4]=[N:3]1.N([O-])=O.[Na+].[I-:16].[K+]. Product: [I:16][C:8]1[CH:9]=[C:10]2[C:5]([CH:4]=[N:3][N:2]2[CH3:1])=[CH:6][CH:7]=1. The catalyst class is: 126. (2) Product: [CH3:40][N:2]([CH3:1])[CH2:3][CH2:4][C:5]1[CH:6]=[C:7]([NH:11][C:12]2[N:17]=[C:16]3[N:18]([C:32]4[CH:33]=[C:34]([CH:37]=[CH:38][CH:39]=4)[C:35]([NH2:36])=[O:41])[C:19](=[O:31])[N:20]([C:23]4[CH:28]=[CH:27][C:26]([O:29][CH3:30])=[CH:25][CH:24]=4)[CH:21]([CH3:22])[C:15]3=[CH:14][N:13]=2)[CH:8]=[CH:9][CH:10]=1. Reactant: [CH3:1][N:2]([CH3:40])[CH2:3][CH2:4][C:5]1[CH:6]=[C:7]([NH:11][C:12]2[N:17]=[C:16]3[N:18]([C:32]4[CH:33]=[C:34]([CH:37]=[CH:38][CH:39]=4)[C:35]#[N:36])[C:19](=[O:31])[N:20]([C:23]4[CH:28]=[CH:27][C:26]([O:29][CH3:30])=[CH:25][CH:24]=4)[CH:21]([CH3:22])[C:15]3=[CH:14][N:13]=2)[CH:8]=[CH:9][CH:10]=1.[OH-:41].[Na+].C(#N)C1C=CC=CC=1.OO. The catalyst class is: 16.